Predict which catalyst facilitates the given reaction. From a dataset of Catalyst prediction with 721,799 reactions and 888 catalyst types from USPTO. Reactant: [F:1][C:2]1[CH:7]=[CH:6][C:5]([N+:8]([O-])=O)=[CH:4][C:3]=1[C:11]1([CH3:16])[CH2:15][CH2:14][O:13][CH2:12]1. Product: [F:1][C:2]1[CH:7]=[CH:6][C:5]([NH2:8])=[CH:4][C:3]=1[C:11]1([CH3:16])[CH2:15][CH2:14][O:13][CH2:12]1. The catalyst class is: 19.